This data is from Forward reaction prediction with 1.9M reactions from USPTO patents (1976-2016). The task is: Predict the product of the given reaction. (1) Given the reactants C(O[C:6]([N:8]1[CH2:13][CH2:12][N:11](C2C(=O)N(CC(C)C)N=C(C3C=CC(C)=C(F)C=3)C=2C)[CH2:10][CH2:9]1)=O)(C)(C)C.[Cl:34][C:35]1[CH:64]=[CH:63][C:38]([CH:39]=[CH:40][CH2:41][N:42]2[C:47](=[O:48])[C:46]([CH2:49]OS(C)(=O)=O)=[CH:45][C:44]([C:55]3[CH:60]=[CH:59][C:58]([F:61])=[C:57]([CH3:62])[CH:56]=3)=[N:43]2)=[CH:37][CH:36]=1.CN1CCNCC1, predict the reaction product. The product is: [Cl:34][C:35]1[CH:36]=[CH:37][C:38]([CH:39]=[CH:40][CH2:41][N:42]2[C:47](=[O:48])[C:46]([CH2:49][N:11]3[CH2:12][CH2:13][N:8]([CH3:6])[CH2:9][CH2:10]3)=[CH:45][C:44]([C:55]3[CH:60]=[CH:59][C:58]([F:61])=[C:57]([CH3:62])[CH:56]=3)=[N:43]2)=[CH:63][CH:64]=1. (2) Given the reactants [CH3:1][C:2]1[CH:7]=[CH:6][CH:5]=[CH:4][C:3]=1[C:8]1[C:13]2[CH2:14][CH:15]([CH2:17][NH2:18])[O:16][C:12]=2[CH:11]=[CH:10][CH:9]=1.C(N(C(C)C)CC)(C)C.Cl[C:29]([O:31][CH2:32][C:33]1[CH:38]=[CH:37][CH:36]=[CH:35][CH:34]=1)=[O:30].C1(C2C3OC(CNC(=O)OCC4C=CC=CC=4)CC=3C=CC=2)CCCC1, predict the reaction product. The product is: [CH2:32]([O:31][C:29](=[O:30])[NH:18][CH2:17][CH:15]1[CH2:14][C:13]2[C:8]([C:3]3[CH:4]=[CH:5][CH:6]=[CH:7][C:2]=3[CH3:1])=[CH:9][CH:10]=[CH:11][C:12]=2[O:16]1)[C:33]1[CH:38]=[CH:37][CH:36]=[CH:35][CH:34]=1.